From a dataset of Forward reaction prediction with 1.9M reactions from USPTO patents (1976-2016). Predict the product of the given reaction. (1) Given the reactants [C:1]1([C:7]#[C:8][CH:9]([OH:11])[CH3:10])[CH:6]=[CH:5][CH:4]=[CH:3][CH:2]=1.[C:12]1([SH:18])[CH:17]=[CH:16][CH:15]=[CH:14][CH:13]=1, predict the reaction product. The product is: [C:1]1([CH2:7][CH:8]([S:18][C:12]2[CH:17]=[CH:16][CH:15]=[CH:14][CH:13]=2)[C:9](=[O:11])[CH3:10])[CH:6]=[CH:5][CH:4]=[CH:3][CH:2]=1. (2) Given the reactants [NH2:1][C:2]1[N:6]([C:7]2[CH:12]=[CH:11][CH:10]=[CH:9][CH:8]=2)[N:5]=[C:4]([O:13][CH2:14][C:15]2([F:27])[CH2:19][CH2:18][N:17]([C:20]([O:22][C:23]([CH3:26])([CH3:25])[CH3:24])=[O:21])[CH2:16]2)[C:3]=1[CH3:28].C1(C2C=CC([CH2:38][O:39]C)=CC=2CN)CC1.[CH3:43][O:44][CH2:45][C:46]1[CH:47]=[CH:48][C:49]([O:54][C:55]([F:58])([F:57])[F:56])=[C:50]([CH2:52][NH2:53])[CH:51]=1, predict the reaction product. The product is: [F:27][C:15]1([CH2:14][O:13][C:4]2[C:3]([CH3:28])=[C:2]([NH:1][C:38]([NH:53][CH2:52][C:50]3[CH:51]=[C:46]([CH2:45][O:44][CH3:43])[CH:47]=[CH:48][C:49]=3[O:54][C:55]([F:56])([F:57])[F:58])=[O:39])[N:6]([C:7]3[CH:12]=[CH:11][CH:10]=[CH:9][CH:8]=3)[N:5]=2)[CH2:19][CH2:18][N:17]([C:20]([O:22][C:23]([CH3:24])([CH3:25])[CH3:26])=[O:21])[CH2:16]1. (3) Given the reactants Cl[CH2:2][C:3]1[CH:8]=[CH:7][C:6]([CH2:9][O:10][CH2:11][CH2:12][O:13][CH2:14][CH2:15][O:16][CH2:17][CH2:18][O:19][CH2:20][CH2:21][O:22][CH3:23])=[CH:5][CH:4]=1.[N-:24]=[N+:25]=[N-:26].[Na+], predict the reaction product. The product is: [N:24]([CH2:2][C:3]1[CH:8]=[CH:7][C:6]([CH2:9][O:10][CH2:11][CH2:12][O:13][CH2:14][CH2:15][O:16][CH2:17][CH2:18][O:19][CH2:20][CH2:21][O:22][CH3:23])=[CH:5][CH:4]=1)=[N+:25]=[N-:26]. (4) Given the reactants Cl.Cl.[NH2:3][CH2:4][C:5]1[O:9][C:8]([CH3:10])=[N:7][C:6]=1[C:11]([O:13][CH2:14][CH3:15])=[O:12].O.ON1C2C=CC=CC=2N=N1.[F:27][C:28]1[C:44]([F:45])=[CH:43][C:31]([C:32]([NH:34][C:35]2[NH:39][N:38]=[C:37]([C:40](O)=[O:41])[CH:36]=2)=[O:33])=[C:30]([CH3:46])[CH:29]=1.CCN=C=NCCCN(C)C.Cl.C(=O)([O-])O.[Na+], predict the reaction product. The product is: [CH2:14]([O:13][C:11]([C:6]1[N:7]=[C:8]([CH3:10])[O:9][C:5]=1[CH2:4][NH:3][C:40]([C:37]1[CH:36]=[C:35]([NH:34][C:32](=[O:33])[C:31]2[CH:43]=[C:44]([F:45])[C:28]([F:27])=[CH:29][C:30]=2[CH3:46])[NH:39][N:38]=1)=[O:41])=[O:12])[CH3:15]. (5) Given the reactants [Cl:1][C:2]1[O:6][C:5]([C:7]([OH:9])=O)=[CH:4][C:3]=1[C:10]1[N:14]([CH3:15])[N:13]=[CH:12][CH:11]=1.[NH2:16][C@@H:17]([CH2:30][C:31]1[CH:36]=[CH:35][CH:34]=[CH:33][C:32]=1[C:37]([F:40])([F:39])[F:38])[CH2:18][N:19]1[C:27](=[O:28])[C:26]2[C:21](=[CH:22][CH:23]=[CH:24][CH:25]=2)[C:20]1=[O:29].C(N(CC)C(C)C)(C)C.F[P-](F)(F)(F)(F)F.Br[P+](N1CCCC1)(N1CCCC1)N1CCCC1, predict the reaction product. The product is: [Cl:1][C:2]1[O:6][C:5]([C:7]([NH:16][C@@H:17]([CH2:30][C:31]2[CH:36]=[CH:35][CH:34]=[CH:33][C:32]=2[C:37]([F:40])([F:38])[F:39])[CH2:18][N:19]2[C:27](=[O:28])[C:26]3[C:21](=[CH:22][CH:23]=[CH:24][CH:25]=3)[C:20]2=[O:29])=[O:9])=[CH:4][C:3]=1[C:10]1[N:14]([CH3:15])[N:13]=[CH:12][CH:11]=1.